Dataset: Reaction yield outcomes from USPTO patents with 853,638 reactions. Task: Predict the reaction yield, written as a fraction of the theoretical maximum amount of product (1.0 means a 100% yield; for example, 0.34 means a 34% yield). The reactants are Br[C:2]1[CH:3]=[C:4]2[C:8](=[CH:9][CH:10]=1)[C:7](=[O:11])[CH2:6][CH2:5]2.C([O-])([O-])=O.[Cs+].[Cs+].[NH:18]1[CH2:23][CH2:22][O:21][CH2:20][CH2:19]1.N#N. The catalyst is C1C=CC(/C=C/C(/C=C/C2C=CC=CC=2)=O)=CC=1.C1C=CC(/C=C/C(/C=C/C2C=CC=CC=2)=O)=CC=1.C1C=CC(/C=C/C(/C=C/C2C=CC=CC=2)=O)=CC=1.[Pd].[Pd].C1C=CC(P(C2C(C3C(P(C4C=CC=CC=4)C4C=CC=CC=4)=CC=C4C=3C=CC=C4)=C3C(C=CC=C3)=CC=2)C2C=CC=CC=2)=CC=1.C1COCC1. The product is [N:18]1([C:2]2[CH:3]=[C:4]3[C:8](=[CH:9][CH:10]=2)[C:7](=[O:11])[CH2:6][CH2:5]3)[CH2:23][CH2:22][O:21][CH2:20][CH2:19]1. The yield is 0.511.